This data is from Full USPTO retrosynthesis dataset with 1.9M reactions from patents (1976-2016). The task is: Predict the reactants needed to synthesize the given product. (1) Given the product [OH:37][C:2]1[CH:10]=[CH:9][CH:8]=[C:7]2[C:3]=1[C:4]1([C:22]3[C:13](=[CH:14][C:15]4[O:20][CH2:19][CH2:18][O:17][C:16]=4[CH:21]=3)[O:12][CH2:11]1)[C:5](=[O:29])[NH:6]2, predict the reactants needed to synthesize it. The reactants are: Br[C:2]1[CH:10]=[CH:9][CH:8]=[C:7]2[C:3]=1[C:4]1([C:22]3[C:13](=[CH:14][C:15]4[O:20][CH2:19][CH2:18][O:17][C:16]=4[CH:21]=3)[O:12][CH2:11]1)[CH2:5][NH:6]2.C([Li])(C)(C)C.B(OC)(OC)[O:29]C.OO.[OH2:37]. (2) Given the product [CH3:21][CH:22]([CH3:32])[CH2:23][C@H:24]([NH:25][C:12]([C:10]1[CH:9]=[CH:8][C:7]([N:15]2[CH2:18][C:17]([F:20])([F:19])[CH2:16]2)=[C:6]([O:5][CH2:4][CH:1]2[CH2:2][CH2:3]2)[N:11]=1)=[O:14])[C:26]1[N:27]=[N:28][CH:29]=[CH:30][CH:31]=1, predict the reactants needed to synthesize it. The reactants are: [CH:1]1([CH2:4][O:5][C:6]2[N:11]=[C:10]([C:12]([OH:14])=O)[CH:9]=[CH:8][C:7]=2[N:15]2[CH2:18][C:17]([F:20])([F:19])[CH2:16]2)[CH2:3][CH2:2]1.[CH3:21][CH:22]([CH3:32])[CH2:23][CH:24]([C:26]1[N:27]=[N:28][CH:29]=[CH:30][CH:31]=1)[NH2:25]. (3) Given the product [Cl:14][C:15]1[CH:16]=[C:17]([CH:27]=[CH:28][C:29]=1[Cl:30])[O:18][C:19]1[CH:24]=[CH:23][C:22]([CH2:25][O:26][C:2]2[CH:12]=[C:6]3[N:7]([CH3:11])[CH2:8][CH2:9][CH2:10][N:5]3[C:4](=[O:13])[N:3]=2)=[CH:21][CH:20]=1, predict the reactants needed to synthesize it. The reactants are: Cl[C:2]1[CH:12]=[C:6]2[N:7]([CH3:11])[CH2:8][CH2:9][CH2:10][N:5]2[C:4](=[O:13])[N:3]=1.[Cl:14][C:15]1[CH:16]=[C:17]([CH:27]=[CH:28][C:29]=1[Cl:30])[O:18][C:19]1[CH:24]=[CH:23][C:22]([CH2:25][OH:26])=[CH:21][CH:20]=1. (4) Given the product [Cl:1][C:2]1[CH:3]=[C:4]([C:8]2[NH:12][C:11]([C@@H:13]3[CH2:17][C@@H:16]([F:18])[CH2:15][NH:14]3)=[N:10][CH:9]=2)[CH:5]=[CH:6][CH:7]=1, predict the reactants needed to synthesize it. The reactants are: [Cl:1][C:2]1[CH:3]=[C:4]([C:8]2[NH:12][C:11]([C@@H:13]3[CH2:17][C@@H:16]([F:18])[CH2:15][N:14]3C(OC(C)(C)C)=O)=[N:10][CH:9]=2)[CH:5]=[CH:6][CH:7]=1.C(O)(C(F)(F)F)=O.